From a dataset of Reaction yield outcomes from USPTO patents with 853,638 reactions. Predict the reaction yield, written as a fraction of the theoretical maximum amount of product (1.0 means a 100% yield; for example, 0.34 means a 34% yield). (1) The reactants are [Br:1][C:2]1[C:3]([OH:12])=[C:4]([C:9](=[O:11])[CH3:10])[CH:5]=[C:6]([Cl:8])[CH:7]=1.[C:13](=O)([O-])[O-].[K+].[K+].CI. The catalyst is CN(C)C=O.O. The product is [Br:1][C:2]1[C:3]([O:12][CH3:13])=[C:4]([C:9](=[O:11])[CH3:10])[CH:5]=[C:6]([Cl:8])[CH:7]=1. The yield is 0.960. (2) The reactants are [OH:1][C:2]1[CH:3]=[C:4]([C:11]([OH:13])=O)[C:5](=[CH:9][CH:10]=1)[C:6]([OH:8])=O.C(N1C=CN=C1)(N1C=CN=C1)=O.[CH3:26][O:27][CH2:28][CH2:29][NH2:30]. The catalyst is CN(C)C(=O)C. The product is [OH:1][C:2]1[CH:3]=[C:4]2[C:5](=[CH:9][CH:10]=1)[C:6](=[O:8])[N:30]([CH2:29][CH2:28][O:27][CH3:26])[C:11]2=[O:13]. The yield is 0.950. (3) The reactants are C([O:4][CH2:5][C:6]1[C:7]([N:37]2[CH2:49][CH2:48][N:40]3[C:41]4[CH2:42][CH2:43][CH2:44][CH2:45][C:46]=4[CH:47]=[C:39]3[C:38]2=[O:50])=[N:8][CH:9]=[CH:10][C:11]=1[C:12]1[CH:17]=[C:16]([NH:18][C:19]2[CH:24]=[CH:23][C:22]([C:25]3[CH2:26][CH2:27][N:28]([CH:31]4[CH2:34][O:33][CH2:32]4)[CH2:29][CH:30]=3)=[CH:21][N:20]=2)[C:15](=[O:35])[N:14]([CH3:36])[CH:13]=1)(=O)C.[OH-].[Li+].O. The catalyst is C1COCC1.C(O)(C)C. The product is [OH:4][CH2:5][C:6]1[C:7]([N:37]2[CH2:49][CH2:48][N:40]3[C:41]4[CH2:42][CH2:43][CH2:44][CH2:45][C:46]=4[CH:47]=[C:39]3[C:38]2=[O:50])=[N:8][CH:9]=[CH:10][C:11]=1[C:12]1[CH:17]=[C:16]([NH:18][C:19]2[CH:24]=[CH:23][C:22]([C:25]3[CH2:26][CH2:27][N:28]([CH:31]4[CH2:32][O:33][CH2:34]4)[CH2:29][CH:30]=3)=[CH:21][N:20]=2)[C:15](=[O:35])[N:14]([CH3:36])[CH:13]=1. The yield is 0.200. (4) The reactants are [F:1][C:2]1[CH:20]=[CH:19][C:5]([CH2:6][N:7]2[C:15]3[C:10](=[CH:11][CH:12]=[CH:13][CH:14]=3)[C:9]([C:16]([OH:18])=O)=[N:8]2)=[CH:4][CH:3]=1.[NH2:21][C@H:22]([C:26]([NH2:28])=[O:27])[CH:23]([CH3:25])[CH3:24].CCN=C=NCCCN(C)C.Cl.C1C=CC2N(O)N=NC=2C=1.C(N(CC)C(C)C)(C)C. The catalyst is CN(C=O)C.O. The product is [NH2:28][C:26]([C@@H:22]([NH:21][C:16]([C:9]1[C:10]2[C:15](=[CH:14][CH:13]=[CH:12][CH:11]=2)[N:7]([CH2:6][C:5]2[CH:4]=[CH:3][C:2]([F:1])=[CH:20][CH:19]=2)[N:8]=1)=[O:18])[CH:23]([CH3:25])[CH3:24])=[O:27]. The yield is 0.640. (5) No catalyst specified. The reactants are OS(O)(=O)=O.[C:6]([NH:9][C@@H:10]([CH2:14][S:15][C:16]([O:18][C:19]1[CH:24]=[CH:23][C:22]([C:25]2[CH:30]=[CH:29][C:28]([F:31])=[CH:27][C:26]=2[F:32])=[CH:21][C:20]=1[C:33]([O:35][CH2:36][C:37]1[CH:42]=[CH:41][CH:40]=[CH:39][CH:38]=1)=[O:34])=[O:17])[C:11]([OH:13])=[O:12])(=[O:8])[CH3:7].O.[CH3:44]O. The yield is 0.820. The product is [C:6]([NH:9][C@H:10]([C:11]([O:13][CH3:44])=[O:12])[CH2:14][S:15][C:16]([O:18][C:19]1[CH:24]=[CH:23][C:22]([C:25]2[CH:30]=[CH:29][C:28]([F:31])=[CH:27][C:26]=2[F:32])=[CH:21][C:20]=1[C:33]([O:35][CH2:36][C:37]1[CH:38]=[CH:39][CH:40]=[CH:41][CH:42]=1)=[O:34])=[O:17])(=[O:8])[CH3:7].